This data is from Forward reaction prediction with 1.9M reactions from USPTO patents (1976-2016). The task is: Predict the product of the given reaction. (1) Given the reactants C([O:3][C:4](=[O:25])[C:5]([O:8][C:9]1[CH:14]=[CH:13][C:12]([O:15][CH2:16][CH:17]([CH3:24])[CH2:18][O:19]S(C)(=O)=O)=[CH:11][CH:10]=1)([CH3:7])[CH3:6])C.O[C:27]1[CH:32]=[CH:31][C:30]([C:33]([F:36])([F:35])[F:34])=[CH:29][C:28]=1[C:37]([C:39]1[CH:44]=[CH:43][CH:42]=[CH:41][CH:40]=1)=[O:38], predict the reaction product. The product is: [C:37]([C:28]1[CH:29]=[C:30]([C:33]([F:34])([F:35])[F:36])[CH:31]=[CH:32][C:27]=1[O:19][CH2:18][CH:17]([CH3:24])[CH2:16][O:15][C:12]1[CH:11]=[CH:10][C:9]([O:8][C:5]([CH3:6])([CH3:7])[C:4]([OH:3])=[O:25])=[CH:14][CH:13]=1)(=[O:38])[C:39]1[CH:40]=[CH:41][CH:42]=[CH:43][CH:44]=1. (2) Given the reactants [CH3:1][O:2][C:3]([CH2:5][CH2:6][C:7]1[CH:15]=[CH:14][C:10]([C:11]([OH:13])=O)=[CH:9][CH:8]=1)=[O:4].[NH2:16][CH2:17][C@H:18]([NH:26][C:27]([O:29][CH2:30][C:31]1[CH:36]=[CH:35][CH:34]=[CH:33][CH:32]=1)=[O:28])[C:19]([O:21][C:22]([CH3:25])([CH3:24])[CH3:23])=[O:20].F[B-](F)(F)F.C(C(=NOC(N(C)C)=[N+](C)C)C(OCC)=O)#N.C(N(C(C)C)CC)(C)C, predict the reaction product. The product is: [CH2:30]([O:29][C:27]([NH:26][C@@H:18]([CH2:17][NH:16][C:11](=[O:13])[C:10]1[CH:9]=[CH:8][C:7]([CH2:6][CH2:5][C:3]([O:2][CH3:1])=[O:4])=[CH:15][CH:14]=1)[C:19]([O:21][C:22]([CH3:23])([CH3:24])[CH3:25])=[O:20])=[O:28])[C:31]1[CH:32]=[CH:33][CH:34]=[CH:35][CH:36]=1. (3) Given the reactants C([N:3](C(=O)C1C=CC(O)=CC=1)[C:4]1[CH:9]=[C:8]([O:10][CH3:11])[CH:7]=[CH:6][C:5]=1[C@@H:12]1[CH2:21][CH2:20][C:19]2[CH:18]=[C:17]([O:22]C(=O)C(C)(C)C)[CH:16]=[CH:15][C:14]=2[CH2:13]1)C.[N:38]1([C:42](=O)[CH2:43]Cl)[CH2:41][CH2:40][CH2:39]1, predict the reaction product. The product is: [N:38]1([CH2:42][CH2:43][O:10][C:8]2[CH:9]=[CH:4][C:5]([CH2:12][CH2:13][CH2:14][NH:3][C:4]3[CH:9]=[C:8]([O:10][CH3:11])[CH:7]=[CH:6][C:5]=3[C@@H:12]3[CH2:21][CH2:20][C:19]4[CH:18]=[C:17]([OH:22])[CH:16]=[CH:15][C:14]=4[CH2:13]3)=[CH:6][CH:7]=2)[CH2:41][CH2:40][CH2:39]1. (4) Given the reactants [CH3:1][N:2]([C@@H:15]1[CH2:19][CH2:18][NH:17][CH2:16]1)[C:3](=[O:14])[C:4]1[CH:9]=[CH:8][CH:7]=[CH:6][C:5]=1[C:10]([F:13])([F:12])[F:11].Cl[C:21]1[C:22]2[CH:29]=[CH:28][NH:27][C:23]=2[N:24]=[CH:25][N:26]=1.CCN(C(C)C)C(C)C, predict the reaction product. The product is: [N:24]1[C:23]2[NH:27][CH:28]=[CH:29][C:22]=2[C:21]([N:17]2[CH2:18][CH2:19][C@@H:15]([N:2]([CH3:1])[C:3](=[O:14])[C:4]3[CH:9]=[CH:8][CH:7]=[CH:6][C:5]=3[C:10]([F:13])([F:11])[F:12])[CH2:16]2)=[N:26][CH:25]=1.